Task: Predict the product of the given reaction.. Dataset: Forward reaction prediction with 1.9M reactions from USPTO patents (1976-2016) (1) Given the reactants [Cl:1][C:2]1[CH:7]=[CH:6][CH:5]=[CH:4][C:3]=1[S:8]([N:11]1[CH2:30][CH2:29][C:14]2([C:18](=[O:19])[N:17]([C:20]3[CH:28]=[CH:27][C:23]([C:24](O)=[O:25])=[CH:22][CH:21]=3)[CH2:16][CH2:15]2)[CH2:13][CH2:12]1)(=[O:10])=[O:9].Cl, predict the reaction product. The product is: [Cl:1][C:2]1[CH:7]=[CH:6][CH:5]=[CH:4][C:3]=1[S:8]([N:11]1[CH2:30][CH2:29][C:14]2([C:18](=[O:19])[N:17]([C:20]3[CH:21]=[CH:22][C:23]([CH2:24][OH:25])=[CH:27][CH:28]=3)[CH2:16][CH2:15]2)[CH2:13][CH2:12]1)(=[O:10])=[O:9]. (2) Given the reactants Cl.[CH2:2]([N:9]1[CH2:14][CH2:13][C:12]([C:18]2[CH:23]=[CH:22][CH:21]=[CH:20][CH:19]=2)([C:15]([OH:17])=O)[CH2:11][CH2:10]1)[C:3]1[CH:8]=[CH:7][CH:6]=[CH:5][CH:4]=1.[CH3:24][CH:25]1[CH2:30][NH:29][CH2:28][CH:27]([CH3:31])[NH:26]1.C(N(CC)CC)C.C(Cl)CCl, predict the reaction product. The product is: [CH2:2]([N:9]1[CH2:14][CH2:13][C:12]([C:15]([N:29]2[CH2:28][CH:27]([CH3:31])[NH:26][CH:25]([CH3:24])[CH2:30]2)=[O:17])([C:18]2[CH:23]=[CH:22][CH:21]=[CH:20][CH:19]=2)[CH2:11][CH2:10]1)[C:3]1[CH:8]=[CH:7][CH:6]=[CH:5][CH:4]=1. (3) Given the reactants Cl[C:2]1[CH:7]=[CH:6][N:5]=[C:4]([N:8]2[CH2:19][CH2:18][N:17]3[C:10](=[CH:11][C:12]4[CH2:13][C:14]([CH3:21])([CH3:20])[CH2:15][C:16]=43)[C:9]2=[O:22])[C:3]=1[CH:23]=[O:24].[CH3:25][N:26]1[CH:31]=[C:30](B2OC(C)(C)C(C)(C)O2)[CH:29]=[C:28]([NH:41][C:42]2[CH:47]=[CH:46][C:45]([C:48]([N:50]3[CH2:55][CH2:54][O:53][CH2:52][CH2:51]3)=[O:49])=[CH:44][N:43]=2)[C:27]1=[O:56].[O-]P([O-])([O-])=O.[K+].[K+].[K+].C([O-])(=O)C.[Na+], predict the reaction product. The product is: [CH3:20][C:14]1([CH3:21])[CH2:13][C:12]2[CH:11]=[C:10]3[N:17]([CH2:18][CH2:19][N:8]([C:4]4[C:3]([CH:23]=[O:24])=[C:2]([C:30]5[CH:29]=[C:28]([NH:41][C:42]6[CH:47]=[CH:46][C:45]([C:48]([N:50]7[CH2:55][CH2:54][O:53][CH2:52][CH2:51]7)=[O:49])=[CH:44][N:43]=6)[C:27](=[O:56])[N:26]([CH3:25])[CH:31]=5)[CH:7]=[CH:6][N:5]=4)[C:9]3=[O:22])[C:16]=2[CH2:15]1. (4) Given the reactants [CH:1]1[C:11]2[C:10]3=[CH:12][C:13]4[CH:14]=[CH:15][C:16]([C:19]([OH:21])=[O:20])=[CH:17][C:18]=4[N:9]3[CH2:8][CH:7]=[CH:6][C:5]=2[CH:4]=[CH:3][CH:2]=1, predict the reaction product. The product is: [CH:1]1[C:11]2[C:10]3=[CH:12][C:13]4[CH:14]=[CH:15][C:16]([C:19]([OH:21])=[O:20])=[CH:17][C:18]=4[N:9]3[CH2:8][CH:7]=[CH:6][C:5]=2[CH:4]=[CH:3][CH:2]=1.[CH:1]1[C:11]2[C:10]3=[CH:12][C:13]4[CH:14]=[CH:15][C:16]([C:19]([OH:21])=[O:20])=[CH:17][C:18]=4[N:9]3[CH:8]=[CH:7][CH2:6][C:5]=2[CH:4]=[CH:3][CH:2]=1. (5) Given the reactants Br[C:2]1[C:3]([CH:23]([CH3:25])[CH3:24])=[N:4][C:5]([N:10]2[CH2:15][CH2:14][N:13]([C:16](=[O:21])[CH2:17][CH2:18][O:19][CH3:20])[C@H:12]([CH3:22])[CH2:11]2)=[C:6]([CH:9]=1)[C:7]#[N:8].[CH3:26][C:27]1([CH3:43])[C:31]([CH3:33])([CH3:32])[O:30][B:29]([B:29]2[O:30][C:31]([CH3:33])([CH3:32])[C:27]([CH3:43])([CH3:26])[O:28]2)[O:28]1.CC([O-])=O.[K+].C(Cl)Cl, predict the reaction product. The product is: [CH:23]([C:3]1[C:2]([B:29]2[O:30][C:31]([CH3:33])([CH3:32])[C:27]([CH3:43])([CH3:26])[O:28]2)=[CH:9][C:6]([C:7]#[N:8])=[C:5]([N:10]2[CH2:15][CH2:14][N:13]([C:16](=[O:21])[CH2:17][CH2:18][O:19][CH3:20])[C@H:12]([CH3:22])[CH2:11]2)[N:4]=1)([CH3:25])[CH3:24]. (6) The product is: [OH:23][N:22]([C:24]1[CH:29]=[CH:28][CH:27]=[CH:26][CH:25]=1)[C:12](=[O:21])/[CH:13]=[CH:14]/[C:15]1[CH:20]=[CH:19][CH:18]=[CH:17][CH:16]=1. Given the reactants C1CCN2C(=NCCC2)CC1.[CH:12](=[O:21])/[CH:13]=[CH:14]/[C:15]1[CH:20]=[CH:19][CH:18]=[CH:17][CH:16]=1.[N:22]([C:24]1[CH:29]=[CH:28][CH:27]=[CH:26][CH:25]=1)=[O:23], predict the reaction product.